This data is from Peptide-MHC class II binding affinity with 134,281 pairs from IEDB. The task is: Regression. Given a peptide amino acid sequence and an MHC pseudo amino acid sequence, predict their binding affinity value. This is MHC class II binding data. (1) The peptide sequence is LTRADLSYPSHCCAFKNQKK. The MHC is DRB1_0301 with pseudo-sequence DRB1_0301. The binding affinity (normalized) is 0.116. (2) The binding affinity (normalized) is 0.0897. The MHC is HLA-DPA10103-DPB10601 with pseudo-sequence HLA-DPA10103-DPB10601. The peptide sequence is AAATAGTTVYTAFAA. (3) The peptide sequence is EKKYNAATQFEPLAA. The MHC is HLA-DPA10301-DPB10402 with pseudo-sequence HLA-DPA10301-DPB10402. The binding affinity (normalized) is 0.507.